Predict the reactants needed to synthesize the given product. From a dataset of Full USPTO retrosynthesis dataset with 1.9M reactions from patents (1976-2016). (1) Given the product [F:12][C:9]([F:10])([F:11])[C:7]1[CH:6]=[C:5]([C@H:13]([O:15][C@@H:16]2[C@@H:23]([C:24]3[CH:29]=[CH:28][CH:27]=[CH:26][C:25]=3[CH3:30])[C@H:22]3[N:18]([C:19](=[O:38])[CH:20]([N:31]4[CH2:32][CH2:33][CH:34]([OH:37])[CH2:35][CH2:36]4)[CH2:21]3)[CH2:17]2)[CH3:14])[CH:4]=[C:3]([C:2]([F:39])([F:40])[F:1])[CH:8]=1, predict the reactants needed to synthesize it. The reactants are: [F:1][C:2]([F:40])([F:39])[C:3]1[CH:4]=[C:5]([C@H:13]([O:15][C@@H:16]2[C@@H:23]([C:24]3[CH:29]=[CH:28][CH:27]=[CH:26][C:25]=3[CH3:30])[C@H:22]3[N:18]([C:19](=[O:38])[CH:20]([N:31]4[CH2:36][CH2:35][C:34](=[O:37])[CH2:33][CH2:32]4)[CH2:21]3)[CH2:17]2)[CH3:14])[CH:6]=[C:7]([C:9]([F:12])([F:11])[F:10])[CH:8]=1.[BH4-].[Na+]. (2) Given the product [CH2:1]([P:5]([CH2:8][CH:9]([CH2:10][CH2:11][C:12]([OH:14])=[O:13])[C:22]([OH:24])=[O:23])([OH:7])=[O:6])[CH2:2][CH2:3][CH3:4], predict the reactants needed to synthesize it. The reactants are: [CH2:1]([P:5]([CH2:8][CH:9]([C:22]([O:24]CC1C=CC=CC=1)=[O:23])[CH2:10][CH2:11][C:12]([O:14]CC1C=CC=CC=1)=[O:13])(=[O:7])[OH:6])[CH2:2][CH2:3][CH3:4]. (3) The reactants are: Br[C:2]1[CH:3]=[CH:4][C:5]2[N:13]([CH2:14][CH2:15][CH3:16])[CH2:12][CH2:11][CH2:10][CH2:9][C:8]([C:17]([O:19][CH3:20])=[O:18])=[CH:7][C:6]=2[CH:21]=1.[CH2:22]([O:26][CH2:27][CH2:28][O:29][C:30]1[CH:35]=[CH:34][C:33](OB(O)O)=[CH:32][CH:31]=1)[CH2:23][CH2:24][CH3:25].C(=O)([O-])[O-].[K+].[K+]. Given the product [CH2:22]([O:26][CH2:27][CH2:28][O:29][C:30]1[CH:31]=[CH:32][C:33]([C:2]2[CH:3]=[CH:4][C:5]3[N:13]([CH2:14][CH2:15][CH3:16])[CH2:12][CH2:11][CH2:10][CH2:9][C:8]([C:17]([O:19][CH3:20])=[O:18])=[CH:7][C:6]=3[CH:21]=2)=[CH:34][CH:35]=1)[CH2:23][CH2:24][CH3:25], predict the reactants needed to synthesize it. (4) The reactants are: Cl.[CH2:2]([NH:9][OH:10])[C:3]1[CH:8]=[CH:7][CH:6]=[CH:5][CH:4]=1.[CH:11]([C:13]1[C:14]([S:23][CH3:24])=[N:15][C:16]2[C:21]([CH:22]=1)=[CH:20][CH:19]=[CH:18][CH:17]=2)=O. Given the product [CH2:2]([N+:9]([O-:10])=[CH:11][C:13]1[C:14]([S:23][CH3:24])=[N:15][C:16]2[C:21]([CH:22]=1)=[CH:20][CH:19]=[CH:18][CH:17]=2)[C:3]1[CH:8]=[CH:7][CH:6]=[CH:5][CH:4]=1, predict the reactants needed to synthesize it. (5) Given the product [C:13]([C:11]1[N:10]=[C:9]([CH3:15])[N:8]([C:5]2[CH:6]=[CH:7][C:2]([F:1])=[CH:3][CH:4]=2)[CH:12]=1)#[CH:17], predict the reactants needed to synthesize it. The reactants are: [F:1][C:2]1[CH:7]=[CH:6][C:5]([N:8]2[CH:12]=[C:11]([CH2:13]O)[N:10]=[C:9]2[CH3:15])=[CH:4][CH:3]=1.F[C:17]1C=CC(N2C=C(C=O)N=C2C)=CC=1. (6) Given the product [CH2:25]([O:24][C:22]([CH2:21][O:1][C:2]1[N:6]([CH3:7])[N:5]=[C:4]([C:8]([F:11])([F:10])[F:9])[C:3]=1[CH2:12][OH:13])=[O:23])[CH3:26], predict the reactants needed to synthesize it. The reactants are: [OH:1][C:2]1[N:6]([CH3:7])[N:5]=[C:4]([C:8]([F:11])([F:10])[F:9])[CH:3]=1.[C:12](=O)([O-])[O-:13].[K+].[K+].C=O.Br[CH2:21][C:22]([O:24][CH2:25][CH3:26])=[O:23]. (7) Given the product [BrH:1].[N+:12]([C:9]1[CH:8]=[CH:7][C:6]([CH2:5][C@@H:4]([C:3]2[N:31]=[C:29]([C:25]3[S:24][CH:28]=[CH:27][CH:26]=3)[O:30][CH:2]=2)[NH2:15])=[CH:11][CH:10]=1)([O-:14])=[O:13], predict the reactants needed to synthesize it. The reactants are: [Br:1][CH2:2][C:3](=O)[C@@H:4]([NH:15]C(=O)OC(C)(C)C)[CH2:5][C:6]1[CH:11]=[CH:10][C:9]([N+:12]([O-:14])=[O:13])=[CH:8][CH:7]=1.[S:24]1[CH:28]=[CH:27][CH:26]=[C:25]1[C:29]([NH2:31])=[O:30].C(OCC)C.